Dataset: NCI-60 drug combinations with 297,098 pairs across 59 cell lines. Task: Regression. Given two drug SMILES strings and cell line genomic features, predict the synergy score measuring deviation from expected non-interaction effect. Drug 1: C1=NC(=NC(=O)N1C2C(C(C(O2)CO)O)O)N. Drug 2: B(C(CC(C)C)NC(=O)C(CC1=CC=CC=C1)NC(=O)C2=NC=CN=C2)(O)O. Cell line: COLO 205. Synergy scores: CSS=52.2, Synergy_ZIP=-9.54, Synergy_Bliss=-14.0, Synergy_Loewe=-11.6, Synergy_HSA=-8.65.